Dataset: Full USPTO retrosynthesis dataset with 1.9M reactions from patents (1976-2016). Task: Predict the reactants needed to synthesize the given product. (1) Given the product [CH2:15]([N:7]([CH2:8][C:9]1[CH:14]=[CH:13][CH:12]=[CH:11][CH:10]=1)[C:3]1([CH2:2][NH:1][C:27](=[O:28])[O:29][C:30]([CH3:33])([CH3:32])[CH3:31])[CH2:6][O:5][CH2:4]1)[C:16]1[CH:21]=[CH:20][CH:19]=[CH:18][CH:17]=1, predict the reactants needed to synthesize it. The reactants are: [NH2:1][CH2:2][C:3]1([N:7]([CH2:15][C:16]2[CH:21]=[CH:20][CH:19]=[CH:18][CH:17]=2)[CH2:8][C:9]2[CH:14]=[CH:13][CH:12]=[CH:11][CH:10]=2)[CH2:6][O:5][CH2:4]1.C(=O)(O)[O-].[Na+].[C:27](O[C:27]([O:29][C:30]([CH3:33])([CH3:32])[CH3:31])=[O:28])([O:29][C:30]([CH3:33])([CH3:32])[CH3:31])=[O:28]. (2) Given the product [Br:1][C:2]1[CH:3]=[C:4]([CH:8]=[C:9]([S:11][CH:12]2[CH2:13][CH2:14][CH2:15][CH2:16]2)[CH:10]=1)[C:5]([O:7][CH3:17])=[O:6], predict the reactants needed to synthesize it. The reactants are: [Br:1][C:2]1[CH:3]=[C:4]([CH:8]=[C:9]([S:11][CH:12]2[CH2:16][CH2:15][CH2:14][CH2:13]2)[CH:10]=1)[C:5]([OH:7])=[O:6].[C:17](Cl)(=O)C.